This data is from Reaction yield outcomes from USPTO patents with 853,638 reactions. The task is: Predict the reaction yield, written as a fraction of the theoretical maximum amount of product (1.0 means a 100% yield; for example, 0.34 means a 34% yield). (1) The reactants are [Br:1][C:2]1[CH:8]=[C:7]([F:9])[CH:6]=[C:5]([F:10])[C:3]=1N.N(OCCC(C)C)=O.[CH3:19][S:20]SC. No catalyst specified. The product is [Br:1][C:2]1[CH:8]=[C:7]([F:9])[CH:6]=[C:5]([F:10])[C:3]=1[S:20][CH3:19]. The yield is 0.660. (2) The reactants are Br[C:2]1[CH:9]=[CH:8][C:5]([CH:6]=[CH2:7])=[CH:4][CH:3]=1.[Mg].C([C@@H]1CC[C@@H](C)C[C@H]1O[C:22](=[O:36])[C:23]([O:25][C@@H:26]1[CH2:31][C@H:30]([CH3:32])[CH2:29][CH2:28][C@H:27]1[CH:33]([CH3:35])[CH3:34])=[O:24])(C)C.[NH4+].[Cl-]. The catalyst is C1COCC1.CCCCCCC.CCOCC. The product is [O:36]=[C:22]([C:2]1[CH:9]=[CH:8][C:5]([CH:6]=[CH2:7])=[CH:4][CH:3]=1)[C:23]([O:25][C@@H:26]1[CH2:31][C@H:30]([CH3:32])[CH2:29][CH2:28][C@H:27]1[CH:33]([CH3:34])[CH3:35])=[O:24]. The yield is 0.470. (3) The product is [CH2:29]([N:3]1[C:2](=[O:1])[C:7]([CH2:8][C:9]2[CH:10]=[CH:11][C:12]([C:15]3[C:16]([C:21]#[N:22])=[CH:17][CH:18]=[CH:19][CH:20]=3)=[CH:13][CH:14]=2)=[C:6]([CH2:23][CH2:24][CH3:25])[N:5]2[N:26]=[CH:27][N:28]=[C:4]12)[CH3:30]. The catalyst is C(OCC)(=O)C. The reactants are [O:1]=[C:2]1[C:7]([CH2:8][C:9]2[CH:14]=[CH:13][C:12]([C:15]3[C:16]([C:21]#[N:22])=[CH:17][CH:18]=[CH:19][CH:20]=3)=[CH:11][CH:10]=2)=[C:6]([CH2:23][CH2:24][CH3:25])[N:5]2[N:26]=[CH:27][N:28]=[C:4]2[NH:3]1.[CH2:29](I)[CH3:30].C(=O)([O-])[O-].[K+].[K+].CN(C)C=O. The yield is 1.00.